From a dataset of Choline transporter screen with 302,306 compounds. Binary Classification. Given a drug SMILES string, predict its activity (active/inactive) in a high-throughput screening assay against a specified biological target. (1) The molecule is s1c(nn2c1nc(CSCC(=O)Nc1sc(nn1)C(C)C)cc2=O)CCC. The result is 0 (inactive). (2) The compound is O=C1CC(CC(=O)/C1=C\NCc1ncccc1)(C)C. The result is 0 (inactive). (3) The molecule is Clc1c(C(=O)COC(=O)c2cc(NC(=O)CC)c(cc2)C)ccc(Cl)c1. The result is 0 (inactive). (4) The compound is S(=O)(=O)(N1C(OCC1)CNC(=O)C(=O)NCCN1CCOCC1)c1cc(c(OC)cc1)C. The result is 0 (inactive). (5) The drug is S(=O)(=O)(CC(C(=O)N1CCN(CC1)c1c(OC)cccc1)C)c1cc2NC(=O)CSc2cc1. The result is 0 (inactive). (6) The molecule is Brc1cc2C3N4C(C(C3COc2cc1)C(OCC)=O)(C)C(=O)Nc1c(C4=O)ccc(Cl)c1. The result is 0 (inactive).